This data is from Forward reaction prediction with 1.9M reactions from USPTO patents (1976-2016). The task is: Predict the product of the given reaction. (1) Given the reactants [CH:1]1([CH2:5][CH:6]([N:10]2[C:15](=[O:16])[CH:14]=[C:13]([O:17][C:18]3[C:23]([F:24])=[CH:22][CH:21]=[CH:20][C:19]=3[F:25])[CH:12]=[N:11]2)[C:7](O)=[O:8])[CH2:4][CH2:3][CH2:2]1.C(N(CC)C(C)C)(C)C.F[P-](F)(F)(F)(F)F.N1(O[P+](N(C)C)(N(C)C)N(C)C)C2C=CC=CC=2N=N1.[NH2:62][C:63]1[CH:67]=[CH:66][N:65]([CH2:68][C:69]([CH3:72])([OH:71])[CH3:70])[N:64]=1, predict the reaction product. The product is: [CH:1]1([CH2:5][CH:6]([N:10]2[C:15](=[O:16])[CH:14]=[C:13]([O:17][C:18]3[C:19]([F:25])=[CH:20][CH:21]=[CH:22][C:23]=3[F:24])[CH:12]=[N:11]2)[C:7]([NH:62][C:63]2[CH:67]=[CH:66][N:65]([CH2:68][C:69]([OH:71])([CH3:70])[CH3:72])[N:64]=2)=[O:8])[CH2:4][CH2:3][CH2:2]1. (2) Given the reactants [CH:1]([C:4]1[S:5][C:6]([NH:12][C:13]2[CH:18]=[CH:17][CH:16]=[CH:15][C:14]=2[N+:19]([O-:21])=[O:20])=[C:7]([C:9]([NH2:11])=O)[N:8]=1)([CH3:3])[CH3:2].O=P(Cl)(Cl)Cl.C(O)(C(F)(F)F)=O.[OH-].[Na+], predict the reaction product. The product is: [CH:1]([C:4]1[S:5][C:6]([NH:12][C:13]2[CH:18]=[CH:17][CH:16]=[CH:15][C:14]=2[N+:19]([O-:21])=[O:20])=[C:7]([C:9]#[N:11])[N:8]=1)([CH3:3])[CH3:2]. (3) Given the reactants Br.[Br:2][C:3]1[CH:4]=[C:5]([CH:22]=[C:23]([CH2:25]P(C2C=CC=CC=2)(C2C=CC=CC=2)C2C=CC=CC=2)[CH:24]=1)[CH2:6][O:7][C:8]1[CH:13]=[CH:12][CH:11]=[CH:10][C:9]=1[CH2:14][C:15]([O:17][C:18]([CH3:21])([CH3:20])[CH3:19])=[O:16].[O:45]1[CH:49]=[CH:48][CH:47]=[C:46]1[CH:50]=O.[OH-].[Na+].C(#N)C, predict the reaction product. The product is: [Br:2][C:3]1[CH:4]=[C:5]([CH:22]=[C:23]([CH:25]=[CH:50][C:46]2[O:45][CH:49]=[CH:48][CH:47]=2)[CH:24]=1)[CH2:6][O:7][C:8]1[CH:13]=[CH:12][CH:11]=[CH:10][C:9]=1[CH2:14][C:15]([O:17][C:18]([CH3:19])([CH3:20])[CH3:21])=[O:16]. (4) Given the reactants [N:1]([CH:4]1[CH2:10][CH2:9][N:8]([C:11]2[N:15]([CH:16]3[CH2:18][CH2:17]3)[N:14]=[CH:13][C:12]=2[N+:19]([O-:21])=[O:20])[CH2:7][CH:6]([OH:22])[CH2:5]1)=[N+:2]=[N-:3].CC(OI1(OC(C)=O)(OC(C)=O)OC(=O)C2C=CC=CC1=2)=O, predict the reaction product. The product is: [N:1]([CH:4]1[CH2:10][CH2:9][N:8]([C:11]2[N:15]([CH:16]3[CH2:17][CH2:18]3)[N:14]=[CH:13][C:12]=2[N+:19]([O-:21])=[O:20])[CH2:7][C:6](=[O:22])[CH2:5]1)=[N+:2]=[N-:3]. (5) Given the reactants [CH2:1]([O:8][C:9]1[CH:14]=[CH:13][CH:12]=[CH:11][C:10]=1[C:15]1[N:16]=[C:17]([CH2:20]O)[S:18][CH:19]=1)[C:2]1[CH:7]=[CH:6][CH:5]=[CH:4][CH:3]=1.C(N(CC)CC)C.CS(Cl)(=O)=O.[I-].[Na+].[CH3:36][O:37][C:38]([C:40]1[CH:45]=[CH:44][C:43](B(O)O)=[CH:42][CH:41]=1)=[O:39].C(=O)([O-])[O-].[Na+].[Na+], predict the reaction product. The product is: [CH3:36][O:37][C:38](=[O:39])[C:40]1[CH:45]=[CH:44][C:43]([CH2:20][C:17]2[S:18][CH:19]=[C:15]([C:10]3[CH:11]=[CH:12][CH:13]=[CH:14][C:9]=3[O:8][CH2:1][C:2]3[CH:3]=[CH:4][CH:5]=[CH:6][CH:7]=3)[N:16]=2)=[CH:42][CH:41]=1. (6) Given the reactants [N+:1]([CH2:4][CH2:5][C:6]1[CH:11]=[CH:10][C:9]([O:12][C:13]2[CH:18]=[CH:17][CH:16]=[CH:15][CH:14]=2)=[CH:8][N:7]=1)([O-])=[O:2].CO.C[O-].[Li+].C(=O)(O)[O-].[Na+].C(Cl)[Cl:30], predict the reaction product. The product is: [O:12]([C:9]1[CH:10]=[CH:11][C:6]([CH2:5][C:4]([Cl:30])=[N:1][OH:2])=[N:7][CH:8]=1)[C:13]1[CH:18]=[CH:17][CH:16]=[CH:15][CH:14]=1.